From a dataset of Catalyst prediction with 721,799 reactions and 888 catalyst types from USPTO. Predict which catalyst facilitates the given reaction. (1) Reactant: Br[C:2]1[CH:7]=[CH:6][C:5]([Br:8])=[CH:4][N:3]=1.C([Li])CCC.[Cl:14][C:15]1[CH:16]=[C:17]([CH:24]=[C:25]([Cl:27])[CH:26]=1)[C:18](N(OC)C)=[O:19].[NH4+].[Cl-]. Product: [Br:8][C:5]1[CH:6]=[CH:7][C:2]([C:18]([C:17]2[CH:16]=[C:15]([Cl:14])[CH:26]=[C:25]([Cl:27])[CH:24]=2)=[O:19])=[N:3][CH:4]=1. The catalyst class is: 11. (2) Reactant: Br[C:2]1[N:10]2[C:5]([C:6]([N:12]([CH2:22][CH3:23])[CH2:13][C:14]3[CH:19]=[CH:18][C:17]([O:20][CH3:21])=[CH:16][CH:15]=3)=[N:7][C:8]([Cl:11])=[N:9]2)=[N:4][CH:3]=1.[Cu][C:25]#[N:26]. Product: [Cl:11][C:8]1[N:7]=[C:6]([N:12]([CH2:22][CH3:23])[CH2:13][C:14]2[CH:19]=[CH:18][C:17]([O:20][CH3:21])=[CH:16][CH:15]=2)[C:5]2=[N:4][CH:3]=[C:2]([C:25]#[N:26])[N:10]2[N:9]=1. The catalyst class is: 37. (3) Reactant: CS[C:3]1[N:4]=[CH:5][C:6]2[C:12](=[O:13])[NH:11][CH:10]=[C:9]([C:14]3[C:22]4[C:17](=[CH:18][C:19]([C:23]([F:26])([F:25])[F:24])=[CH:20][CH:21]=4)[N:16]([S:27]([C:30]4[CH:35]=[CH:34][C:33]([CH3:36])=[CH:32][CH:31]=4)(=[O:29])=[O:28])[CH:15]=3)[C:7]=2[N:8]=1.[C@@H:37]1([NH2:44])[CH2:42][CH2:41][CH2:40][CH2:39][C@@H:38]1[NH2:43]. Product: [NH2:43][C@H:38]1[CH2:39][CH2:40][CH2:41][CH2:42][C@H:37]1[NH:44][C:3]1[N:4]=[CH:5][C:6]2[C:12](=[O:13])[NH:11][CH:10]=[C:9]([C:14]3[C:22]4[C:17](=[CH:18][C:19]([C:23]([F:25])([F:24])[F:26])=[CH:20][CH:21]=4)[N:16]([S:27]([C:30]4[CH:31]=[CH:32][C:33]([CH3:36])=[CH:34][CH:35]=4)(=[O:29])=[O:28])[CH:15]=3)[C:7]=2[N:8]=1. The catalyst class is: 6. (4) Reactant: [I-:1].[I-].[I-].[CH2:4]([N:8]([CH2:23][CH2:24][CH2:25][CH3:26])[C:9]1[CH:10]=[CH:11][C:12]2[NH2+:13][C:14]3[C:19]([S:20][C:21]=2[CH:22]=1)=[CH:18][CH:17]=[CH:16][CH:15]=3)[CH2:5][CH2:6][CH3:7].[CH2:27]([N:31]([C:36]1[CH:37]=CC2[NH2+]C3C(SC=2C=1)=CC=CC=3)[CH2:32][CH2:33]CC)[CH2:28]CC.[CH2:50]([N:54](C1C=CC2[NH2+]C3C(SC=2C=1)=CC=CC=3)CCCC)[CH2:51]CC.CN(C)CCNCC. Product: [I-:1].[CH2:4]([N:8]([CH2:23][CH2:24][CH2:25][CH3:26])[C:9]1[CH:10]=[CH:11][C:12]2[NH2+:13][C:14]3[C:19]([S:20][C:21]=2[CH:22]=1)=[CH:18][C:17]([N:54]([CH2:37][CH2:36][N:31]([CH2:27][CH3:28])[CH2:32][CH3:33])[CH2:50][CH3:51])=[CH:16][CH:15]=3)[CH2:5][CH2:6][CH3:7]. The catalyst class is: 5. (5) Reactant: Cl.[CH3:2][O:3][C:4]1[CH:9]=[CH:8][C:7]([C:10]2[O:14][C:13]([C:15]3[CH:16]=[C:17]([CH:22]=[CH:23][CH:24]=3)[C:18]([NH:20][NH2:21])=[O:19])=[N:12][CH:11]=2)=[CH:6][CH:5]=1.CCN=C=NCCCN(C)C.Cl.C1C=CC2N(O)N=NC=2C=1.[CH3:47][O:48][C:49](=[O:60])[C:50]1[CH:55]=[CH:54][C:53]([CH2:56][C:57](O)=[O:58])=[CH:52][CH:51]=1.C(N(C(C)C)CC)(C)C. Product: [CH3:47][O:48][C:49](=[O:60])[C:50]1[CH:55]=[CH:54][C:53]([CH2:56][C:57]([NH:21][NH:20][C:18](=[O:19])[C:17]2[CH:22]=[CH:23][CH:24]=[C:15]([C:13]3[O:14][C:10]([C:7]4[CH:6]=[CH:5][C:4]([O:3][CH3:2])=[CH:9][CH:8]=4)=[CH:11][N:12]=3)[CH:16]=2)=[O:58])=[CH:52][CH:51]=1. The catalyst class is: 35.